This data is from Forward reaction prediction with 1.9M reactions from USPTO patents (1976-2016). The task is: Predict the product of the given reaction. (1) Given the reactants C(OC([N:8]1[CH2:13][CH2:12][CH:11]([CH2:14][C:15]2[N:19]3[CH:20]=[C:21]([O:24][C@H:25]4[C:34]5[C:29](=[CH:30][CH:31]=[CH:32][CH:33]=5)[C@@H:28]([NH:35][C:36]([NH:38][C:39]5[N:40]([C:48]6[CH:53]=[CH:52][C:51]([CH3:54])=[CH:50][CH:49]=6)[N:41]=[C:42]([C:44]([CH3:47])([CH3:46])[CH3:45])[CH:43]=5)=[O:37])[CH2:27][CH2:26]4)[CH:22]=[CH:23][C:18]3=[N:17][N:16]=2)[CH2:10][CH2:9]1)=O)(C)(C)C.C(O)(C(F)(F)F)=O, predict the reaction product. The product is: [C:44]([C:42]1[CH:43]=[C:39]([NH:38][C:36]([NH:35][C@@H:28]2[C:29]3[C:34](=[CH:33][CH:32]=[CH:31][CH:30]=3)[C@H:25]([O:24][C:21]3[CH:22]=[CH:23][C:18]4[N:19]([C:15]([CH2:14][CH:11]5[CH2:10][CH2:9][NH:8][CH2:13][CH2:12]5)=[N:16][N:17]=4)[CH:20]=3)[CH2:26][CH2:27]2)=[O:37])[N:40]([C:48]2[CH:49]=[CH:50][C:51]([CH3:54])=[CH:52][CH:53]=2)[N:41]=1)([CH3:47])([CH3:45])[CH3:46]. (2) Given the reactants [CH3:1][O:2][C:3]([C:5]1[C:13]2[C:12](=[O:14])[CH2:11][CH2:10][CH2:9][C:8]=2[N:7]([C:15]([O:17][C:18]([CH3:21])([CH3:20])[CH3:19])=[O:16])[CH:6]=1)=[O:4].[Na+].[I-].C(N(CC)CC)C.[CH3:31][Si:32](Cl)([CH3:34])[CH3:33].C(=O)(O)[O-].[Na+], predict the reaction product. The product is: [CH3:1][O:2][C:3]([C:5]1[C:13]2[C:12]([O:14][Si:32]([CH3:34])([CH3:33])[CH3:31])=[CH:11][CH2:10][CH2:9][C:8]=2[N:7]([C:15]([O:17][C:18]([CH3:21])([CH3:20])[CH3:19])=[O:16])[CH:6]=1)=[O:4].